Dataset: Full USPTO retrosynthesis dataset with 1.9M reactions from patents (1976-2016). Task: Predict the reactants needed to synthesize the given product. (1) Given the product [OH:1][CH2:2][CH:3]1[CH2:4][NH:5][CH2:6][CH2:7][N:8]1[CH2:9][C:10]1[CH:11]=[C:12]([CH:13]=[CH:14][CH:15]=1)[C:16]([NH:17][C:18]1[S:19][C:20]2[CH2:47][CH2:46][CH2:45][CH2:44][C:21]=2[C:22]=1[C:23]([NH:24][C:25]1[CH:30]=[CH:29][C:28]([CH2:31][CH2:32][C:33]2[CH:34]=[CH:35][C:36]([C:39]([O:41][CH3:42])=[O:40])=[CH:37][CH:38]=2)=[CH:27][CH:26]=1)=[O:43])=[O:48], predict the reactants needed to synthesize it. The reactants are: [OH:1][CH2:2][CH:3]1[N:8]([CH2:9][C:10]2[CH:15]=[CH:14][CH:13]=[C:12]([C:16](=[O:48])[NH:17][C:18]3[S:19][C:20]4[CH2:47][CH2:46][CH2:45][CH2:44][C:21]=4[C:22]=3[C:23](=[O:43])[NH:24][C:25]3[CH:30]=[CH:29][C:28]([CH2:31][CH2:32][C:33]4[CH:38]=[CH:37][C:36]([C:39]([O:41][CH3:42])=[O:40])=[CH:35][CH:34]=4)=[CH:27][CH:26]=3)[CH:11]=2)[CH2:7][CH2:6][N:5](C(OC(C)(C)C)=O)[CH2:4]1.C(O)(C(F)(F)F)=O. (2) The reactants are: [NH2:1][C:2]1[CH:3]=[C:4]([CH:33]=[CH:34][CH:35]=1)[CH2:5][O:6][CH2:7][CH2:8][O:9][CH2:10][CH2:11][CH2:12][CH2:13][CH2:14][N:15]1[CH2:19][C@@H:18]([C:20]2[CH:31]=[CH:30][C:23]3[O:24][C:25]([CH3:29])([CH3:28])[O:26][CH2:27][C:22]=3[CH:21]=2)[O:17][C:16]1=[O:32].[CH3:36][S:37](Cl)(=[O:39])=[O:38]. Given the product [CH3:28][C:25]1([CH3:29])[O:24][C:23]2[CH:30]=[CH:31][C:20]([C@H:18]3[O:17][C:16](=[O:32])[N:15]([CH2:14][CH2:13][CH2:12][CH2:11][CH2:10][O:9][CH2:8][CH2:7][O:6][CH2:5][C:4]4[CH:3]=[C:2]([NH:1][S:37]([CH3:36])(=[O:39])=[O:38])[CH:35]=[CH:34][CH:33]=4)[CH2:19]3)=[CH:21][C:22]=2[CH2:27][O:26]1, predict the reactants needed to synthesize it.